Dataset: Peptide-MHC class I binding affinity with 185,985 pairs from IEDB/IMGT. Task: Regression. Given a peptide amino acid sequence and an MHC pseudo amino acid sequence, predict their binding affinity value. This is MHC class I binding data. (1) The peptide sequence is EKLKSLYNTI. The MHC is HLA-A02:06 with pseudo-sequence HLA-A02:06. The binding affinity (normalized) is 0.240. (2) The peptide sequence is MIYELCTFR. The MHC is HLA-B58:01 with pseudo-sequence HLA-B58:01. The binding affinity (normalized) is 0.0847. (3) The peptide sequence is RLEARIAQL. The MHC is HLA-A68:02 with pseudo-sequence HLA-A68:02. The binding affinity (normalized) is 0.00595. (4) The peptide sequence is FQYEHEQTF. The MHC is HLA-A26:01 with pseudo-sequence HLA-A26:01. The binding affinity (normalized) is 0.200. (5) The peptide sequence is GMSYYCKSHK. The MHC is HLA-A33:01 with pseudo-sequence HLA-A33:01. The binding affinity (normalized) is 0.149. (6) The peptide sequence is LVAEMDGIQY. The MHC is HLA-A01:01 with pseudo-sequence HLA-A01:01. The binding affinity (normalized) is 0.491. (7) The peptide sequence is IARLVYKAR. The MHC is HLA-B07:02 with pseudo-sequence HLA-B07:02. The binding affinity (normalized) is 0.0847.